This data is from Reaction yield outcomes from USPTO patents with 853,638 reactions. The task is: Predict the reaction yield, written as a fraction of the theoretical maximum amount of product (1.0 means a 100% yield; for example, 0.34 means a 34% yield). (1) The reactants are [CH3:1][O:2][C:3]1[CH:4]=[C:5]([CH:13]=[C:14]([O:16][CH3:17])[CH:15]=1)[CH:6]=[C:7]1[CH2:11][CH2:10][CH2:9][C:8]1=[O:12].[Cl-:18].[CH3:19][N+:20](=[CH2:22])[CH3:21]. The catalyst is C(#N)C. The product is [ClH:18].[CH3:17][O:16][C:14]1[CH:13]=[C:5]([CH:4]=[C:3]([O:2][CH3:1])[CH:15]=1)[CH:6]=[C:7]1[CH2:11][CH2:10][CH:9]([CH2:19][N:20]([CH3:22])[CH3:21])[C:8]1=[O:12]. The yield is 0.893. (2) The reactants are [C:1]1([CH3:41])[CH:6]=[CH:5][C:4]([S:7]([N:10]2[C:18]3[C:13](=[CH:14][CH:15]=[CH:16][CH:17]=3)[C:12]([C:19]3[C:27]4[C:22](=[CH:23][CH:24]=[C:25]([N+:28]([O-:30])=[O:29])[CH:26]=4)[N:21](S(C4C=CC(C)=CC=4)(=O)=O)[CH:20]=3)=[CH:11]2)(=[O:9])=[O:8])=[CH:3][CH:2]=1.[Li+].[OH-]. The catalyst is C1COCC1.CO.O. The product is [C:1]1([CH3:41])[CH:2]=[CH:3][C:4]([S:7]([N:10]2[C:18]3[C:13](=[CH:14][CH:15]=[CH:16][CH:17]=3)[C:12]([C:19]3[C:27]4[C:22](=[CH:23][CH:24]=[C:25]([N+:28]([O-:30])=[O:29])[CH:26]=4)[NH:21][CH:20]=3)=[CH:11]2)(=[O:8])=[O:9])=[CH:5][CH:6]=1. The yield is 0.890. (3) The reactants are [CH3:1][Si:2]([CH3:23])([CH3:22])[C:3]1[C:16]2[S:15](=O)[C:14]3[C:9](=[CH:10][CH:11]=[CH:12][C:13]=3[Si:18]([CH3:21])([CH3:20])[CH3:19])[S:8][C:7]=2[CH:6]=[CH:5][CH:4]=1.C(Cl)(=O)C. The catalyst is CC(C)=O. The product is [CH3:1][Si:2]([CH3:23])([CH3:22])[C:3]1[C:16]2[S:15][C:14]3[C:9](=[CH:10][CH:11]=[CH:12][C:13]=3[Si:18]([CH3:21])([CH3:20])[CH3:19])[S:8][C:7]=2[CH:6]=[CH:5][CH:4]=1. The yield is 0.860.